Dataset: Peptide-MHC class II binding affinity with 134,281 pairs from IEDB. Task: Regression. Given a peptide amino acid sequence and an MHC pseudo amino acid sequence, predict their binding affinity value. This is MHC class II binding data. (1) The binding affinity (normalized) is 0.287. The MHC is HLA-DQA10301-DQB10302 with pseudo-sequence HLA-DQA10301-DQB10302. The peptide sequence is ECGGILQAYDLRDAP. (2) The peptide sequence is NKNFFWAVKPKAVRQ. The MHC is DRB1_0802 with pseudo-sequence DRB1_0802. The binding affinity (normalized) is 0.835. (3) The peptide sequence is NKKCDKKCIEWEKAQHGA. The MHC is DRB1_0101 with pseudo-sequence DRB1_0101. The binding affinity (normalized) is 0.625. (4) The peptide sequence is FDALSGSQEVEFIGY. The MHC is DRB1_1101 with pseudo-sequence DRB1_1101. The binding affinity (normalized) is 0. (5) The peptide sequence is ENVIDVKLVDANGKL. The MHC is DRB1_0401 with pseudo-sequence DRB1_0401. The binding affinity (normalized) is 0.239.